This data is from Reaction yield outcomes from USPTO patents with 853,638 reactions. The task is: Predict the reaction yield, written as a fraction of the theoretical maximum amount of product (1.0 means a 100% yield; for example, 0.34 means a 34% yield). (1) The reactants are [C:1]1([CH2:7][CH2:8][CH2:9][CH2:10][C:11]([O:13][CH3:14])=[O:12])[CH:6]=[CH:5][CH:4]=[CH:3][CH:2]=1.[C:15]1([CH2:21][CH2:22][CH2:23]I)[CH:20]=[CH:19][CH:18]=[CH:17][CH:16]=1. No catalyst specified. The product is [C:1]1([CH2:7][CH2:8][CH2:9][CH:10]([CH2:23][CH2:22][CH2:21][C:15]2[CH:20]=[CH:19][CH:18]=[CH:17][CH:16]=2)[C:11]([O:13][CH3:14])=[O:12])[CH:6]=[CH:5][CH:4]=[CH:3][CH:2]=1. The yield is 0.160. (2) The reactants are I[C:2]1[C:10]2[C:5](=[CH:6][N:7]=[C:8]([C:11]3[CH:12]=[N:13][CH:14]=[CH:15][CH:16]=3)[CH:9]=2)[N:4]([CH2:17][O:18][CH2:19][CH2:20][Si:21]([CH3:24])([CH3:23])[CH3:22])[N:3]=1.[F:25][C:26]1[CH:31]=[CH:30][CH:29]=[C:28]([Sn](CCCC)(CCCC)CCCC)[N:27]=1.[Li+].[Cl-]. The catalyst is CN(C=O)C.[Cu]I.C1C=CC([P]([Pd]([P](C2C=CC=CC=2)(C2C=CC=CC=2)C2C=CC=CC=2)([P](C2C=CC=CC=2)(C2C=CC=CC=2)C2C=CC=CC=2)[P](C2C=CC=CC=2)(C2C=CC=CC=2)C2C=CC=CC=2)(C2C=CC=CC=2)C2C=CC=CC=2)=CC=1. The product is [F:25][C:26]1[N:27]=[C:28]([C:2]2[C:10]3[C:5](=[CH:6][N:7]=[C:8]([C:11]4[CH:12]=[N:13][CH:14]=[CH:15][CH:16]=4)[CH:9]=3)[N:4]([CH2:17][O:18][CH2:19][CH2:20][Si:21]([CH3:24])([CH3:23])[CH3:22])[N:3]=2)[CH:29]=[CH:30][CH:31]=1. The yield is 0.800. (3) The reactants are Cl.[N:2]1([C:7]2[CH:35]=[CH:34][C:10]([CH2:11][CH:12]([NH:24][S:25]([C:28]3[CH:29]=[N:30][CH:31]=[CH:32][CH:33]=3)(=[O:27])=[O:26])[C:13]3[N:18]=[C:17]([NH:19][CH2:20][C:21]([OH:23])=[O:22])[CH:16]=[CH:15][CH:14]=3)=[CH:9][CH:8]=2)[CH:6]=[CH:5][CH:4]=[N:3]1.N1C=C[CH:39]=[CH:38][C:37]=1S(C(NCC1C=CC(C2SC=CN=2)=CC=1)C1N=C(NCC(O)=O)C=CC=1)(=O)=O. The catalyst is C(O)(C)C. The product is [CH:38]([O:22][C:21](=[O:23])[CH2:20][NH:19][C:17]1[CH:16]=[CH:15][CH:14]=[C:13]([CH:12]([CH2:11][C:10]2[CH:9]=[CH:8][C:7]([N:2]3[CH:6]=[CH:5][CH:4]=[N:3]3)=[CH:35][CH:34]=2)[NH:24][S:25]([C:28]2[CH:29]=[N:30][CH:31]=[CH:32][CH:33]=2)(=[O:27])=[O:26])[N:18]=1)([CH3:39])[CH3:37]. The yield is 0.900. (4) The reactants are [Cl:1][C:2]1[CH:3]=[C:4]([CH:9]2[CH:13]([CH:14]([O:16][C:17]3[CH:22]=[CH:21][C:20]([C:23]([F:26])([F:25])[F:24])=[CH:19][CH:18]=3)[CH3:15])[CH2:12][NH:11][CH2:10]2)[CH:5]=[CH:6][C:7]=1[Cl:8].CCN(CC)CC.[Br:34][CH2:35][C:36](Cl)=[O:37]. The catalyst is C(Cl)Cl. The product is [Br:34][CH2:35][C:36]([N:11]1[CH2:12][CH:13]([CH:14]([O:16][C:17]2[CH:18]=[CH:19][C:20]([C:23]([F:25])([F:26])[F:24])=[CH:21][CH:22]=2)[CH3:15])[CH:9]([C:4]2[CH:5]=[CH:6][C:7]([Cl:8])=[C:2]([Cl:1])[CH:3]=2)[CH2:10]1)=[O:37]. The yield is 0.850.